From a dataset of Catalyst prediction with 721,799 reactions and 888 catalyst types from USPTO. Predict which catalyst facilitates the given reaction. (1) Reactant: [Cl:1][C:2]1[CH:3]=[CH:4][C:5]([NH2:8])=[N:6][CH:7]=1.Cl[CH2:10][C:11](=O)[CH2:12][C:13]([O:15][CH2:16][CH3:17])=[O:14]. Product: [Cl:1][C:2]1[CH:3]=[CH:4][C:5]2[N:6]([CH:10]=[C:11]([CH2:12][C:13]([O:15][CH2:16][CH3:17])=[O:14])[N:8]=2)[CH:7]=1. The catalyst class is: 14. (2) Reactant: Br[CH2:2][C:3]([CH3:5])=[O:4].[CH:6]1([C:9]2[CH:10]=[C:11]([CH:17]=[C:18]([OH:21])[C:19]=2[I:20])[C:12]([O:14][CH2:15][CH3:16])=[O:13])[CH2:8][CH2:7]1.C(=O)([O-])[O-].[K+].[K+].CN(C=O)C. Product: [CH:6]1([C:9]2[CH:10]=[C:11]([CH:17]=[C:18]([O:21][CH2:2][C:3](=[O:4])[CH3:5])[C:19]=2[I:20])[C:12]([O:14][CH2:15][CH3:16])=[O:13])[CH2:8][CH2:7]1. The catalyst class is: 84.